This data is from Full USPTO retrosynthesis dataset with 1.9M reactions from patents (1976-2016). The task is: Predict the reactants needed to synthesize the given product. Given the product [CH2:94]([N:90]([CH3:91])[C:89](=[O:66])[O:18][CH2:17][C:14]1[CH:13]=[CH:12][C:11]([NH:10][C:8](=[O:9])[C@@H:7]([NH:6][C:4](=[O:5])[C@@H:3]([NH:38][C:39]([O:40][CH2:41][CH:42]2[C:54]3[CH:53]=[CH:52][CH:51]=[CH:50][C:49]=3[C:48]3[C:43]2=[CH:44][CH:45]=[CH:46][CH:47]=3)=[O:55])[CH:2]([CH3:56])[CH3:1])[CH2:31][CH2:32][CH2:33][NH:34][C:35]([NH2:37])=[O:36])=[CH:16][CH:15]=1)[CH2:96][N:76]([CH3:75])[C:77](=[O:83])[O:78][C:79]([CH3:82])([CH3:81])[CH3:80], predict the reactants needed to synthesize it. The reactants are: [CH3:1][CH:2]([CH3:56])[C@H:3]([NH:38][C:39](=[O:55])[O:40][CH2:41][CH:42]1[C:54]2[CH:53]=[CH:52][CH:51]=[CH:50][C:49]=2[C:48]2[C:43]1=[CH:44][CH:45]=[CH:46][CH:47]=2)[C:4]([NH:6][C@@H:7]([CH2:31][CH2:32][CH2:33][NH:34][C:35]([NH2:37])=[O:36])[C:8]([NH:10][C:11]1[CH:16]=[CH:15][C:14]([CH2:17][O:18]C(OC2C=CC([N+]([O-])=O)=CC=2)=O)=[CH:13][CH:12]=1)=[O:9])=[O:5].C1C=NC2N([OH:66])N=NC=2C=1.N1C(C)=CC=CC=1C.[CH3:75][N:76](CCNC)[C:77](=[O:83])[O:78][C:79]([CH3:82])([CH3:81])[CH3:80].C[CH2:89][N:90]([CH:94]([CH3:96])C)[CH:91](C)C.